Task: Predict the reaction yield, written as a fraction of the theoretical maximum amount of product (1.0 means a 100% yield; for example, 0.34 means a 34% yield).. Dataset: Reaction yield outcomes from USPTO patents with 853,638 reactions The reactants are [N:1]1[CH:6]=[CH:5][CH:4]=[CH:3][C:2]=1[C:7]1[N:15]2[C:10]([CH:11]=[CH:12][CH:13]=[CH:14]2)=[CH:9][C:8]=1[C:16]#[N:17].C[Mg+].[Br-].[CH3:21]COCC.[BH4-].[Na+]. The catalyst is C1COCC1.CO. The product is [N:1]1[CH:6]=[CH:5][CH:4]=[CH:3][C:2]=1[C:7]1[N:15]2[C:10]([CH:11]=[CH:12][CH:13]=[CH:14]2)=[CH:9][C:8]=1[CH:16]([NH2:17])[CH3:21]. The yield is 0.810.